Dataset: Reaction yield outcomes from USPTO patents with 853,638 reactions. Task: Predict the reaction yield, written as a fraction of the theoretical maximum amount of product (1.0 means a 100% yield; for example, 0.34 means a 34% yield). (1) The reactants are C(N(C(C)C)CC)(C)C.Cl.[O:11]=[C:12]1[CH:17]([N:18]2[C:26](=[O:27])[C:25]3[C:20](=[CH:21][CH:22]=[CH:23][C:24]=3[CH2:28][NH:29][CH3:30])[C:19]2=[O:31])[CH2:16][CH2:15][C:14](=[O:32])[NH:13]1.[Cl:33][C:34]1[CH:39]=[CH:38][C:37]([N:40]=[C:41]=[O:42])=[CH:36][CH:35]=1. The catalyst is C(Cl)Cl. The product is [Cl:33][C:34]1[CH:39]=[CH:38][C:37]([NH:40][C:41](=[O:42])[N:29]([CH2:28][C:24]2[CH:23]=[CH:22][CH:21]=[C:20]3[C:25]=2[C:26](=[O:27])[N:18]([CH:17]2[CH2:16][CH2:15][C:14](=[O:32])[NH:13][C:12]2=[O:11])[C:19]3=[O:31])[CH3:30])=[CH:36][CH:35]=1. The yield is 0.800. (2) The reactants are [Cl:1][C:2]1[CH:3]=[C:4]([C:8]2[C:13]([O:14][CH3:15])=[CH:12][CH:11]=[C:10]([CH2:16][C:17]3[CH:22]=[CH:21][C:20]([NH2:23])=[CH:19][CH:18]=3)[C:9]=2[F:24])[CH:5]=[CH:6][CH:7]=1.[O-:25][C:26]#[N:27].[Na+].CC(C)=O.CCCCCC. The catalyst is CC(O)=O.O. The product is [Cl:1][C:2]1[CH:3]=[C:4]([C:8]2[C:13]([O:14][CH3:15])=[CH:12][CH:11]=[C:10]([CH2:16][C:17]3[CH:18]=[CH:19][C:20]([NH:23][C:26]([NH2:27])=[O:25])=[CH:21][CH:22]=3)[C:9]=2[F:24])[CH:5]=[CH:6][CH:7]=1. The yield is 0.560. (3) The reactants are O[CH2:2][CH2:3][CH2:4][CH2:5][CH2:6][CH2:7][CH2:8][CH2:9][CH2:10][CH2:11][CH2:12][N:13]([CH3:18])[C:14](=[O:17])[CH:15]=[CH2:16].P(Br)(Br)[Br:20]. The catalyst is C(OCC)C. The product is [Br:20][CH2:2][CH2:3][CH2:4][CH2:5][CH2:6][CH2:7][CH2:8][CH2:9][CH2:10][CH2:11][CH2:12][N:13]([CH3:18])[C:14](=[O:17])[CH:15]=[CH2:16]. The yield is 0.530. (4) The reactants are S(Cl)(Cl)=O.[OH:5][C:6]1[CH:14]=[CH:13][C:9]([C:10]([OH:12])=[O:11])=[C:8]([CH3:15])[CH:7]=1.[CH3:16]O. No catalyst specified. The product is [OH:5][C:6]1[CH:14]=[CH:13][C:9]([C:10]([O:12][CH3:16])=[O:11])=[C:8]([CH3:15])[CH:7]=1. The yield is 1.00. (5) The reactants are CI.[C:3]([O-])([O-])=O.[K+].[K+].[NH:9]([C:16]1[N:17]([C:29]2[CH:34]=[CH:33][CH:32]=[CH:31][CH:30]=2)[C:18]2[C:23]([C:24](=[O:26])[CH:25]=1)=[C:22]([CH3:27])[CH:21]=[C:20]([Cl:28])[N:19]=2)[C:10]1[CH:15]=[CH:14][CH:13]=[CH:12][CH:11]=1. The catalyst is C1COCC1. The product is [Cl:28][C:20]1[N:19]=[C:18]2[C:23]([C:24](=[O:26])[CH:25]=[C:16]([N:9]([CH3:3])[C:10]3[CH:15]=[CH:14][CH:13]=[CH:12][CH:11]=3)[N:17]2[C:29]2[CH:34]=[CH:33][CH:32]=[CH:31][CH:30]=2)=[C:22]([CH3:27])[CH:21]=1. The yield is 0.350. (6) The reactants are [CH2:1]([C:3]1[C:4](=[O:12])[N:5]=[C:6]2[C:11]=1[CH:10]=[CH:9][CH:8]=[CH:7]2)[CH3:2].[CH2:13]([Li])[CH2:14]CC.CN(C)CCN(C)C.ICC.[NH4+].[Cl-]. The catalyst is C1COCC1. The product is [CH2:1]([C:3]1([CH2:13][CH3:14])[C:11]2[C:6](=[CH:7][CH:8]=[CH:9][CH:10]=2)[NH:5][C:4]1=[O:12])[CH3:2]. The yield is 0.450. (7) The product is [C:16]1([CH:15]=[CH:14][C:5]2[CH:4]=[C:3]([OH:2])[C:8]([CH:9]([CH3:10])[CH3:11])=[C:7]([OH:12])[CH:6]=2)[CH:17]=[CH:18][CH:19]=[CH:20][CH:21]=1. The reactants are C[O:2][C:3]1[CH:4]=[C:5]([CH:14]=[CH:15][C:16]2[CH:21]=[CH:20][CH:19]=[CH:18][CH:17]=2)[CH:6]=[C:7]([O:12]C)[C:8]=1[CH:9]([CH3:11])[CH3:10].B(Br)(Br)Br.O.[OH-].[Na+]. The yield is 0.677. The catalyst is C(Cl)Cl.